Binary Classification. Given a T-cell receptor sequence (or CDR3 region) and an epitope sequence, predict whether binding occurs between them. From a dataset of TCR-epitope binding with 47,182 pairs between 192 epitopes and 23,139 TCRs. The epitope is KRWIILGLNK. The TCR CDR3 sequence is CASSYDLNEQYF. Result: 1 (the TCR binds to the epitope).